This data is from Full USPTO retrosynthesis dataset with 1.9M reactions from patents (1976-2016). The task is: Predict the reactants needed to synthesize the given product. (1) Given the product [OH:17][CH:16]([CH:8]1[CH2:7][CH2:6][C:5]2[C:10](=[CH:11][CH:12]=[C:3]([O:2][CH3:1])[CH:4]=2)[C:9]1=[O:13])[C:15]([OH:19])=[O:18], predict the reactants needed to synthesize it. The reactants are: [CH3:1][O:2][C:3]1[CH:4]=[C:5]2[C:10](=[CH:11][CH:12]=1)[C:9](=[O:13])[CH2:8][CH2:7][CH2:6]2.O.[C:15]([OH:19])(=[O:18])[CH:16]=[O:17]. (2) Given the product [Br:25][C:26]1[CH:31]=[CH:30][C:29]2[N:32]=[C:34]([CH:35]3[CH2:11][CH2:10]3)[N:33]([CH2:36][CH3:37])[C:28]=2[CH:27]=1, predict the reactants needed to synthesize it. The reactants are: CN(C(ON1N=N[C:11]2C=CC=N[C:10]1=2)=[N+](C)C)C.F[P-](F)(F)(F)(F)F.[Br:25][C:26]1[CH:27]=[C:28]([NH:33][CH2:34][CH3:35])[C:29]([NH2:32])=[CH:30][CH:31]=1.[CH:36](N(CC)C(C)C)(C)[CH3:37].C1(C(O)=O)CC1. (3) Given the product [Br:1][C:2]1[CH:7]=[C:6]([Cl:8])[CH:5]=[CH:4][C:3]=1[O:9][CH:11]([CH3:19])[C:12]([O:14][C:15]([CH3:18])([CH3:17])[CH3:16])=[O:13], predict the reactants needed to synthesize it. The reactants are: [Br:1][C:2]1[CH:7]=[C:6]([Cl:8])[CH:5]=[CH:4][C:3]=1[OH:9].Br[CH:11]([CH3:19])[C:12]([O:14][C:15]([CH3:18])([CH3:17])[CH3:16])=[O:13]. (4) Given the product [CH3:1][O:2][C:3]([N:5]1[C@H:13]2[C@H:8]([C@:9]([O:23][C:24](=[O:33])[CH2:25][CH2:26][CH2:27][CH2:28][CH2:29][CH2:30][CH2:31][CH3:32])([C:14]#[C:15][C:16]3[CH:17]=[C:18]([CH3:22])[CH:19]=[CH:20][CH:21]=3)[CH2:10][CH2:11][CH2:12]2)[CH2:7][CH2:6]1)=[O:4], predict the reactants needed to synthesize it. The reactants are: [CH3:1][O:2][C:3]([N:5]1[C@@H:13]2[C@@H:8]([C@@:9]([OH:23])([C:14]#[C:15][C:16]3[CH:17]=[C:18]([CH3:22])[CH:19]=[CH:20][CH:21]=3)[CH2:10][CH2:11][CH2:12]2)[CH2:7][CH2:6]1)=[O:4].[C:24](O)(=[O:33])[CH2:25][CH2:26][CH2:27][CH2:28][CH2:29][CH2:30][CH2:31][CH3:32]. (5) Given the product [CH3:13][N:12]([CH2:11][CH2:10][CH:9]([O:8][C:7]1[CH:6]=[CH:5][CH:4]=[CH:3][C:2]=1[CH3:1])[C:14]1[CH:19]=[CH:18][CH:17]=[CH:16][CH:15]=1)[C:27](=[O:29])[CH3:28], predict the reactants needed to synthesize it. The reactants are: [CH3:1][C:2]1[CH:3]=[CH:4][CH:5]=[CH:6][C:7]=1[O:8][C@@H:9]([C:14]1[CH:15]=[CH:16][CH:17]=[CH:18][CH:19]=1)[CH2:10][CH2:11][NH:12][CH3:13].C(N(CC)CC)C.[C:27](Cl)(=[O:29])[CH3:28].